The task is: Predict the reactants needed to synthesize the given product.. This data is from Full USPTO retrosynthesis dataset with 1.9M reactions from patents (1976-2016). (1) Given the product [CH3:26][C:20]1[CH:19]=[CH:18][C:17]2[C:22](=[CH:23][CH:24]=[CH:25][C:16]=2[N:13]2[CH2:14][CH2:15][N:10]([CH2:9][CH2:8][C:4]3[CH:3]=[C:2]([N:27]4[CH:31]5[CH2:32][CH2:33][CH2:34][CH2:35][CH:30]5[NH:29][C:28]4=[O:36])[CH:7]=[CH:6][CH:5]=3)[CH2:11][CH2:12]2)[N:21]=1, predict the reactants needed to synthesize it. The reactants are: I[C:2]1[CH:3]=[C:4]([CH2:8][CH2:9][N:10]2[CH2:15][CH2:14][N:13]([C:16]3[CH:25]=[CH:24][CH:23]=[C:22]4[C:17]=3[CH:18]=[CH:19][C:20]([CH3:26])=[N:21]4)[CH2:12][CH2:11]2)[CH:5]=[CH:6][CH:7]=1.[NH:27]1[CH:31]2[CH2:32][CH2:33][CH2:34][CH2:35][CH:30]2[NH:29][C:28]1=[O:36]. (2) Given the product [Cl:1][C:2]1[C:11]2[C:6](=[CH:7][C:8]([O:14][CH2:24][CH2:23][CH2:22][N:19]3[CH2:20][CH2:21][N:16]([CH3:15])[CH2:17][CH2:18]3)=[C:9]([O:12][CH3:13])[CH:10]=2)[N:5]=[CH:4][N:3]=1, predict the reactants needed to synthesize it. The reactants are: [Cl:1][C:2]1[C:11]2[C:6](=[CH:7][C:8]([OH:14])=[C:9]([O:12][CH3:13])[CH:10]=2)[N:5]=[CH:4][N:3]=1.[CH3:15][N:16]1[CH2:21][CH2:20][N:19]([CH2:22][CH2:23][CH2:24]O)[CH2:18][CH2:17]1. (3) Given the product [Cl:30][C:27]1[CH:28]=[CH:29][C:23]([O:22][CH3:21])=[C:24]([NH:25][C:14]([C:12]2[S:13][C:9]([S:8][C:7]3[C:2]([Cl:1])=[CH:3][N:4]=[CH:5][C:6]=3[Cl:20])=[C:10]([N+:17]([O-:19])=[O:18])[CH:11]=2)=[O:15])[CH:26]=1, predict the reactants needed to synthesize it. The reactants are: [Cl:1][C:2]1[CH:3]=[N:4][CH:5]=[C:6]([Cl:20])[C:7]=1[S:8][C:9]1[S:13][C:12]([C:14](Cl)=[O:15])=[CH:11][C:10]=1[N+:17]([O-:19])=[O:18].[CH3:21][O:22][C:23]1[CH:29]=[CH:28][C:27]([Cl:30])=[CH:26][C:24]=1[NH2:25]. (4) Given the product [CH:1]1([C:5]([O:7][C:12]([CH3:15])([CH3:14])[CH3:13])=[O:6])[CH2:4][CH2:3][CH2:2]1, predict the reactants needed to synthesize it. The reactants are: [CH:1]1([C:5]([OH:7])=[O:6])[CH2:4][CH2:3][CH2:2]1.ClC(Cl)(Cl)C(=N)O[C:12]([CH3:15])([CH3:14])[CH3:13].C(=O)(O)[O-].[Na+]. (5) Given the product [O:20]=[C:10]1[N:9]([CH2:8][C:6]2[CH:5]=[CH:4][N:3]=[C:2]([NH:1][S:22]([CH3:21])(=[O:24])=[O:23])[CH:7]=2)[C:14]2[CH:15]=[CH:16][CH:17]=[CH:18][C:13]=2[C:12](=[O:19])[O:11]1, predict the reactants needed to synthesize it. The reactants are: [NH2:1][C:2]1[CH:7]=[C:6]([CH2:8][N:9]2[C:14]3[CH:15]=[CH:16][CH:17]=[CH:18][C:13]=3[C:12](=[O:19])[O:11][C:10]2=[O:20])[CH:5]=[CH:4][N:3]=1.[CH3:21][S:22](Cl)(=[O:24])=[O:23]. (6) Given the product [O:15]=[C:13]1[NH:12][C:11]2[CH:16]=[CH:17][C:8]([NH:7][C:5](=[O:6])[C:4]([OH:18])=[O:3])=[CH:9][C:10]=2[S:14]1, predict the reactants needed to synthesize it. The reactants are: C([O:3][C:4](=[O:18])[C:5]([NH:7][C:8]1[CH:17]=[CH:16][C:11]2[NH:12][C:13](=[O:15])[S:14][C:10]=2[CH:9]=1)=[O:6])C.[OH-].[K+].FC1C=CC(CC2CCN(C(=O)C(O)=O)CC2)=CC=1. (7) Given the product [F:1][C:2]1[CH:11]=[C:10]([N:12]2[CH:16]=[CH:15][N:14]=[N:13]2)[CH:9]=[CH:8][C:3]=1[C:4]([O:6][CH3:7])=[O:5], predict the reactants needed to synthesize it. The reactants are: [F:1][C:2]1[CH:11]=[C:10]([N:12]2[C:16]([Si](C)(C)C)=[CH:15][N:14]=[N:13]2)[CH:9]=[CH:8][C:3]=1[C:4]([O:6][CH3:7])=[O:5].CCCC[N+](CCCC)(CCCC)CCCC.[F-].CC(O)=O.